Predict the reactants needed to synthesize the given product. From a dataset of Full USPTO retrosynthesis dataset with 1.9M reactions from patents (1976-2016). (1) Given the product [CH3:32][N:31]([CH3:33])[C:29]([O:28]/[N:27]=[C:19]1/[CH2:20][CH2:21][CH2:22][C:15]2[C:14]([S:11]([N:10]([CH2:9][CH:8]([C:5]3[CH:6]=[CH:7][C:2]([F:1])=[CH:3][CH:4]=3)[OH:25])[CH3:24])(=[O:12])=[O:13])=[CH:18][S:17][C:16]/1=2)=[O:30], predict the reactants needed to synthesize it. The reactants are: [F:1][C:2]1[CH:7]=[CH:6][C:5]([CH:8]([OH:25])[CH2:9][N:10]([CH3:24])[S:11]([C:14]2[C:15]3[CH2:22][CH2:21][CH2:20][C:19](=O)[C:16]=3[S:17][CH:18]=2)(=[O:13])=[O:12])=[CH:4][CH:3]=1.Cl.[NH2:27][O:28][C:29]([N:31]([CH3:33])[CH3:32])=[O:30]. (2) The reactants are: [N:1]1([C:20]([O:22][C:23]([CH3:26])([CH3:25])[CH3:24])=[O:21])[CH2:6][CH2:5][C:4]2([CH2:15][CH:14]([C:16](OC)=[O:17])[C:13]3[C:8](=[CH:9][CH:10]=[CH:11][CH:12]=3)[O:7]2)[CH2:3][CH2:2]1.[H-].[H-].[H-].[H-].[Li+].[Al+3]. Given the product [OH:17][CH2:16][CH:14]1[C:13]2[C:8](=[CH:9][CH:10]=[CH:11][CH:12]=2)[O:7][C:4]2([CH2:5][CH2:6][N:1]([C:20]([O:22][C:23]([CH3:26])([CH3:25])[CH3:24])=[O:21])[CH2:2][CH2:3]2)[CH2:15]1, predict the reactants needed to synthesize it. (3) Given the product [Cl:1][C:2]1[CH:3]=[C:4]2[C:10]([C:11]3[N:16]=[C:15]([NH:17][C@H:18]4[CH2:23][CH2:22][CH2:21][C@@H:20]([C:24]([NH:65][CH2:64][CH2:63][O:62][CH3:61])=[O:26])[CH2:19]4)[C:14]([F:27])=[CH:13][N:12]=3)=[CH:9][NH:8][C:5]2=[N:6][CH:7]=1, predict the reactants needed to synthesize it. The reactants are: [Cl:1][C:2]1[CH:3]=[C:4]2[C:10]([C:11]3[N:16]=[C:15]([NH:17][C@H:18]4[CH2:23][CH2:22][CH2:21][C@@H:20]([C:24]([OH:26])=O)[CH2:19]4)[C:14]([F:27])=[CH:13][N:12]=3)=[CH:9][NH:8][C:5]2=[N:6][CH:7]=1.CN(C(ON1N=NC2C=CC=NC1=2)=[N+](C)C)C.F[P-](F)(F)(F)(F)F.C(N(C(C)C)CC)(C)C.[CH3:61][O:62][CH2:63][CH2:64][NH2:65]. (4) Given the product [CH3:13][C@H:11]1[O:12][C@@H:7]([CH3:6])[CH2:8][N:9]([C:21]2[CH:26]=[CH:25][C:24]3=[N:27][C:28]([C:30]4[CH:31]=[CH:32][C:33]([C:43]([F:44])([F:45])[F:46])=[C:34]([NH:36][C:37](=[O:42])[C:38]([CH3:41])([CH3:40])[CH3:39])[CH:35]=4)=[CH:29][N:23]3[N:22]=2)[CH2:10]1, predict the reactants needed to synthesize it. The reactants are: CN(C=O)C.[CH3:6][C@H:7]1[O:12][C@@H:11]([CH3:13])[CH2:10][NH:9][CH2:8]1.C([O-])([O-])=O.[Cs+].[Cs+].Cl[C:21]1[CH:26]=[CH:25][C:24]2=[N:27][C:28]([C:30]3[CH:31]=[CH:32][C:33]([C:43]([F:46])([F:45])[F:44])=[C:34]([NH:36][C:37](=[O:42])[C:38]([CH3:41])([CH3:40])[CH3:39])[CH:35]=3)=[CH:29][N:23]2[N:22]=1. (5) Given the product [ClH:27].[CH:1]1([CH:6]([O:8][C:9]2[CH:10]=[CH:11][C:12]3[CH2:13][NH:14][CH2:15][CH2:16][O:17][C:18]=3[N:19]=2)[CH3:7])[CH2:5][CH2:4][CH2:3][CH2:2]1, predict the reactants needed to synthesize it. The reactants are: [CH:1]1([CH:6]([O:8][C:9]2[CH:10]=[CH:11][C:12]3[CH2:13][N:14](C(OC(C)(C)C)=O)[CH2:15][CH2:16][O:17][C:18]=3[N:19]=2)[CH3:7])[CH2:5][CH2:4][CH2:3][CH2:2]1.[ClH:27].C(OCC)(=O)C. (6) Given the product [CH2:16]([C:15]([C:12]1[CH:13]=[CH:14][C:9]([O:8][CH2:7][C@@H:5]([OH:6])[CH2:4][OH:3])=[C:10]([CH3:35])[CH:11]=1)([C:20]1[CH:25]=[CH:24][C:23]([C:26]#[C:27][CH:28]([OH:33])[C:29]([CH3:31])([CH3:32])[CH3:30])=[C:22]([CH3:34])[CH:21]=1)[CH2:18][CH3:19])[CH3:17], predict the reactants needed to synthesize it. The reactants are: CC1(C)[O:6][C@H:5]([CH2:7][O:8][C:9]2[CH:14]=[CH:13][C:12]([C:15]([C:20]3[CH:25]=[CH:24][C:23]([C:26]#[C:27][CH:28]([OH:33])[C:29]([CH3:32])([CH3:31])[CH3:30])=[C:22]([CH3:34])[CH:21]=3)([CH2:18][CH3:19])[CH2:16][CH3:17])=[CH:11][C:10]=2[CH3:35])[CH2:4][O:3]1.Cl.C([O-])(O)=O.[Na+]. (7) Given the product [CH2:12]([C:9]1[CH:10]=[CH:11][C:6]([CH2:5][OH:4])=[CH:7][C:8]=1[C:16]([F:17])([F:18])[F:19])[CH:13]([CH3:15])[CH3:14], predict the reactants needed to synthesize it. The reactants are: [BH4-].[Li+].C[O:4][C:5](=O)[C:6]1[CH:11]=[CH:10][C:9]([CH2:12][CH:13]([CH3:15])[CH3:14])=[C:8]([C:16]([F:19])([F:18])[F:17])[CH:7]=1.Cl.